From a dataset of Full USPTO retrosynthesis dataset with 1.9M reactions from patents (1976-2016). Predict the reactants needed to synthesize the given product. (1) Given the product [CH2:1]([N:3]1[C:11]2[C:6](=[CH:7][CH:8]=[C:9]([O:12][CH3:13])[CH:10]=2)[C:5]([C:14]([OH:16])=[O:15])=[CH:4]1)[CH3:2], predict the reactants needed to synthesize it. The reactants are: [CH2:1]([N:3]1[C:11]2[C:6](=[CH:7][CH:8]=[C:9]([O:12][CH3:13])[CH:10]=2)[C:5]([CH:14]=[O:15])=[CH:4]1)[CH3:2].[O-:16][Mn](=O)(=O)=O.[K+].CCOCC. (2) Given the product [CH2:41]([N:43]([CH2:44][CH3:45])[C:27]([C:28]1[NH:10][C:9]2=[N:8][C:7]([N:11]3[CH2:16][CH2:15][CH2:14][C@@H:13]([C:17]([N:19]4[CH2:23][CH2:22][CH2:21][CH2:20]4)=[O:18])[CH2:12]3)=[CH:6][CH:5]=[C:4]2[N:3]=1)=[O:32])[CH3:42], predict the reactants needed to synthesize it. The reactants are: Cl.Cl.[NH2:3][C:4]1[CH:5]=[CH:6][C:7]([N:11]2[CH2:16][CH2:15][CH2:14][C@@H:13]([C:17]([N:19]3[CH2:23][CH2:22][CH2:21][CH2:20]3)=[O:18])[CH2:12]2)=[N:8][C:9]=1[NH2:10].C(O)=O.[CH2:27]([OH:32])[C:28](F)(F)F.ClC(Cl)(Cl)C(=N)OC.[CH2:41]([NH:43][CH2:44][CH3:45])[CH3:42]. (3) Given the product [F:1][C:2]([F:20])([F:19])[CH2:3][CH2:4][CH2:5][O:6][C:7]1[CH:8]=[C:9]([C:10]2[N:40]=[N:39][NH:38][C:30]=2[C:31]#[N:32])[CH:12]=[C:13]([C:15]([F:18])([F:17])[F:16])[CH:14]=1, predict the reactants needed to synthesize it. The reactants are: [F:1][C:2]([F:20])([F:19])[CH2:3][CH2:4][CH2:5][O:6][C:7]1[CH:8]=[C:9]([CH:12]=[C:13]([C:15]([F:18])([F:17])[F:16])[CH:14]=1)[CH:10]=O.C1(S([CH2:30][C:31]#[N:32])(=O)=O)C=CC=CC=1.C(O[K])(C)=O.[N-:38]=[N+:39]=[N-:40].[Na+]. (4) Given the product [CH3:1][O:2][N:3]=[CH:4][C:5]1[C:6]([NH2:12])=[N:7][CH:8]=[N:9][C:10]=1[O:20][C:17]1[CH:18]=[CH:19][C:14]([NH2:13])=[C:15]([Cl:21])[CH:16]=1, predict the reactants needed to synthesize it. The reactants are: [CH3:1][O:2][N:3]=[CH:4][C:5]1[C:6]([NH2:12])=[N:7][CH:8]=[N:9][C:10]=1Cl.[NH2:13][C:14]1[CH:19]=[CH:18][C:17]([OH:20])=[CH:16][C:15]=1[Cl:21]. (5) Given the product [CH3:11][S:1][C:2]1[NH:7][C:6](=[O:8])[CH:5]=[CH:4][N:3]=1, predict the reactants needed to synthesize it. The reactants are: [S:1]=[C:2]1[NH:7][C:6](=[O:8])[CH:5]=[CH:4][NH:3]1.CI.[CH3:11]COC(C)=O.CC(O)=O. (6) Given the product [CH2:13]([N:15]1[CH2:19][CH2:18][C:17]2([CH2:20][N:21]([C:2]3[CH:8]=[C:7]([N+:9]([O-:11])=[O:10])[C:5]([NH2:6])=[C:4]([CH3:12])[CH:3]=3)[CH2:22][CH2:23]2)[CH2:16]1)[CH3:14], predict the reactants needed to synthesize it. The reactants are: I[C:2]1[CH:8]=[C:7]([N+:9]([O-:11])=[O:10])[C:5]([NH2:6])=[C:4]([CH3:12])[CH:3]=1.[CH2:13]([N:15]1[CH2:19][CH2:18][C:17]2([CH2:23][CH2:22][NH:21][CH2:20]2)[CH2:16]1)[CH3:14].C(O)CO.[O-]P([O-])([O-])=O.[K+].[K+].[K+]. (7) Given the product [S:11]1[CH:12]=[CH:13][CH:14]=[C:10]1[C:7]1[CH:6]=[C:5]([NH:15][C:16]([O:18][CH2:19][CH3:20])=[O:17])[N:4]=[C:3]2[NH:2][CH:21]=[N:9][C:8]=12, predict the reactants needed to synthesize it. The reactants are: Cl.[NH2:2][C:3]1[C:8]([NH2:9])=[C:7]([C:10]2[S:11][CH:12]=[CH:13][CH:14]=2)[CH:6]=[C:5]([NH:15][C:16]([O:18][CH2:19][CH3:20])=[O:17])[N:4]=1.[CH2:21](OC(O)O)C.